Predict the reaction yield, written as a fraction of the theoretical maximum amount of product (1.0 means a 100% yield; for example, 0.34 means a 34% yield). From a dataset of Reaction yield outcomes from USPTO patents with 853,638 reactions. (1) The reactants are [CH3:1][C:2]1[C:7]([C:8]([OH:10])=O)=[CH:6][N:5]=[C:4]([C:11]2[N:16]=[CH:15][CH:14]=[CH:13][N:12]=2)[N:3]=1.[Cl-].[F:18][C:19]1[CH:20]=[C:21]2[C:25](=[CH:26][CH:27]=1)[N:24]([NH3+:28])[CH:23]=[C:22]2[CH3:29].CN1CCOCC1.[Cl-].COC1N=C(OC)N=C([N+]2(C)CCOCC2)N=1. The catalyst is O.CN(C=O)C. The product is [F:18][C:19]1[CH:20]=[C:21]2[C:25](=[CH:26][CH:27]=1)[N:24]([NH:28][C:8]([C:7]1[C:2]([CH3:1])=[N:3][C:4]([C:11]3[N:16]=[CH:15][CH:14]=[CH:13][N:12]=3)=[N:5][CH:6]=1)=[O:10])[CH:23]=[C:22]2[CH3:29]. The yield is 0.600. (2) The product is [OH:23][CH:22]([C:19]1[CH:20]=[CH:21][N:16]=[CH:17][CH:18]=1)[C:8]1[CH:7]=[CH:6][CH:5]=[C:2]([O:3][CH3:4])[C:1]=1[O:9][CH3:10]. The yield is 0.700. The catalyst is C1(C)C=CC=CC=1.O.O1CCCC1. The reactants are [C:1]1([O:9][CH3:10])[C:2](=[CH:5][CH:6]=[CH:7][CH:8]=1)[O:3][CH3:4].C([Li])CCC.[N:16]1[CH:21]=[CH:20][C:19]([CH:22]=[O:23])=[CH:18][CH:17]=1.N1C=CC(C=O)=CC=1.O1CCCC1. (3) The reactants are [ClH:1].O1CCOCC1.[CH:8]1([CH2:11][C@H:12]([NH:18]C(=O)OC(C)(C)C)[C:13]([N:15]([CH3:17])[CH3:16])=[O:14])[CH2:10][CH2:9]1. The catalyst is C(O)C. The product is [ClH:1].[NH2:18][C@@H:12]([CH2:11][CH:8]1[CH2:10][CH2:9]1)[C:13]([N:15]([CH3:17])[CH3:16])=[O:14]. The yield is 0.910. (4) The reactants are [NH2:1][CH2:2][C:3]1[CH:4]=[CH:5][C:6]([F:29])=[C:7]([C:9]2[CH:14]=[CH:13][CH:12]=[C:11]([CH2:15][N:16]3[CH2:21][CH2:20][N:19]([C:22]([O:24][C:25]([CH3:28])([CH3:27])[CH3:26])=[O:23])[CH2:18][CH2:17]3)[CH:10]=2)[CH:8]=1.[OH:30][CH2:31][C:32]1[CH:33]=[C:34]([CH:38]=[CH:39][CH:40]=1)[C:35](O)=[O:36].CN(C(ON1N=NC2C=CC=CC1=2)=[N+](C)C)C.F[P-](F)(F)(F)(F)F.CCN(CC)CC. The catalyst is C(Cl)Cl. The product is [F:29][C:6]1[CH:5]=[CH:4][C:3]([CH2:2][NH:1][C:31]([C:32]2[CH:40]=[CH:39][CH:38]=[C:34]([CH2:35][OH:36])[CH:33]=2)=[O:30])=[CH:8][C:7]=1[C:9]1[CH:14]=[CH:13][CH:12]=[C:11]([CH2:15][N:16]2[CH2:17][CH2:18][N:19]([C:22]([O:24][C:25]([CH3:26])([CH3:28])[CH3:27])=[O:23])[CH2:20][CH2:21]2)[CH:10]=1. The yield is 0.910. (5) The reactants are [C:1]([O:5][C:6]([N:8]([CH2:19][C:20]1[CH:25]=[CH:24][CH:23]=[CH:22][CH:21]=1)[C@H:9]([CH2:17][OH:18])[CH2:10][C:11]1[CH:16]=[CH:15][CH:14]=[CH:13][CH:12]=1)=[O:7])([CH3:4])([CH3:3])[CH3:2].C(N(CC)CC)C.O. The catalyst is CS(C)=O. The product is [C:1]([O:5][C:6]([N:8]([CH2:19][C:20]1[CH:21]=[CH:22][CH:23]=[CH:24][CH:25]=1)[C@H:9]([CH:17]=[O:18])[CH2:10][C:11]1[CH:12]=[CH:13][CH:14]=[CH:15][CH:16]=1)=[O:7])([CH3:4])([CH3:2])[CH3:3]. The yield is 1.00. (6) The reactants are [F:1][C:2]1[CH:7]=[CH:6][C:5]([F:8])=[CH:4][C:3]=1[C@H:9]1[CH2:13][CH2:12][CH2:11][N:10]1[C:14]1[CH:15]=[CH:16][C:17]2[N:18]([C:20]([NH:23][C:24]([N:26]3[CH2:29][CH:28]([OH:30])[CH2:27]3)=[O:25])=[CH:21][N:22]=2)[N:19]=1.[C:31](O[C:31](=[O:35])[CH:32]([CH3:34])[CH3:33])(=[O:35])[CH:32]([CH3:34])[CH3:33]. The catalyst is CN(C=O)C.CCN(C(C)C)C(C)C. The product is [C:31]([O:30][CH:28]1[CH2:29][N:26]([C:24](=[O:25])[NH:23][C:20]2[N:18]3[N:19]=[C:14]([N:10]4[CH2:11][CH2:12][CH2:13][C@@H:9]4[C:3]4[CH:4]=[C:5]([F:8])[CH:6]=[CH:7][C:2]=4[F:1])[CH:15]=[CH:16][C:17]3=[N:22][CH:21]=2)[CH2:27]1)(=[O:35])[CH:32]([CH3:34])[CH3:33]. The yield is 0.500. (7) The reactants are O[C:2]1([C:24]2[CH:29]=[CH:28][CH:27]=[C:26]([O:30][CH3:31])[CH:25]=2)[C:6]2[C:7]([CH3:21])=[C:8]([NH:13][C:14](=[O:20])[CH2:15][C:16]([CH3:19])([CH3:18])[CH3:17])[C:9]([CH3:12])=[C:10]([CH3:11])[C:5]=2[O:4][C:3]1([CH3:23])[CH3:22]. The catalyst is C(OCC)(=O)C.CCCCCC. The product is [CH3:31][O:30][C:26]1[CH:25]=[C:24]([CH:2]2[C:6]3[C:7]([CH3:21])=[C:8]([NH:13][C:14](=[O:20])[CH2:15][C:16]([CH3:17])([CH3:18])[CH3:19])[C:9]([CH3:12])=[C:10]([CH3:11])[C:5]=3[O:4][C:3]2([CH3:23])[CH3:22])[CH:29]=[CH:28][CH:27]=1. The yield is 0.770. (8) The reactants are [CH3:1][C:2]1[CH:3]=[CH:4][CH:5]=[CH:6][C:7]=1[NH2:8].CCN(CC)CC.[CH3:16][C:17]([CH3:22])([CH3:21])[C:18](Cl)=[O:19]. The catalyst is C(Cl)Cl. The product is [CH3:16][C:17]([CH3:22])([CH3:21])[C:18]([NH:8][C:7]1[CH:6]=[CH:5][CH:4]=[CH:3][C:2]=1[CH3:1])=[O:19]. The yield is 0.920. (9) The reactants are [Cl:1][C:2]1[C:3]([N:12]2[CH:16]=[C:15]([CH2:17][CH2:18][CH2:19][OH:20])[C:14]([CH:21]([CH3:23])[CH3:22])=[N:13]2)=[N:4][CH:5]=[C:6]([C:8]([F:11])([F:10])[F:9])[CH:7]=1.O[C:25]1[C:30]([O:31][CH3:32])=[CH:29][CH:28]=[CH:27][C:26]=1[CH2:33][C:34]([O:36]C)=[O:35].C(P(CCCC)CCCC)CCC.N(C(N1CCCCC1)=O)=NC(N1CCCCC1)=O. The catalyst is O1CCCC1. The product is [Cl:1][C:2]1[C:3]([N:12]2[CH:16]=[C:15]([CH2:17][CH2:18][CH2:19][O:20][C:25]3[C:30]([O:31][CH3:32])=[CH:29][CH:28]=[CH:27][C:26]=3[CH2:33][C:34]([OH:36])=[O:35])[C:14]([CH:21]([CH3:23])[CH3:22])=[N:13]2)=[N:4][CH:5]=[C:6]([C:8]([F:10])([F:11])[F:9])[CH:7]=1. The yield is 0.830.